From a dataset of Full USPTO retrosynthesis dataset with 1.9M reactions from patents (1976-2016). Predict the reactants needed to synthesize the given product. (1) Given the product [Cl:1][C:2]1[N:7]=[C:6]([CH2:8][N:9]2[C:14]([C:15]([C:17]3[CH:18]=[C:19]([CH:22]=[C:23]([CH3:25])[CH:24]=3)[C:20]#[N:21])=[O:16])=[C:13]([CH:26]([CH3:27])[CH3:28])[C:12](=[O:29])[NH:11][C:10]2=[O:30])[CH:5]=[C:4]([NH:39][CH2:38][C:37]2[CH:40]=[CH:41][C:34]([O:33][CH3:32])=[CH:35][CH:36]=2)[N:3]=1, predict the reactants needed to synthesize it. The reactants are: [Cl:1][C:2]1[N:7]=[C:6]([CH2:8][N:9]2[C:14]([C:15]([C:17]3[CH:18]=[C:19]([CH:22]=[C:23]([CH3:25])[CH:24]=3)[C:20]#[N:21])=[O:16])=[C:13]([CH:26]([CH3:28])[CH3:27])[C:12](=[O:29])[NH:11][C:10]2=[O:30])[CH:5]=[C:4](Cl)[N:3]=1.[CH3:32][O:33][C:34]1[CH:41]=[CH:40][C:37]([CH2:38][NH2:39])=[CH:36][CH:35]=1. (2) Given the product [CH2:30]([O:32][C:33]([C:35]1[CH:39]=[C:38]([C:40]2[CH:45]=[N:44][C:43]([NH:3][C:6]([O:29][C:25]([CH3:28])([CH3:27])[CH3:26])=[O:15])=[CH:42][N:41]=2)[N:37]([C:49]2[CH:50]=[N:51][C:52]([O:55][CH3:56])=[CH:53][CH:54]=2)[N:36]=1)=[O:34])[CH3:31], predict the reactants needed to synthesize it. The reactants are: C([N:3]([CH2:6]C)CC)C.C1(P(N=[N+]=[N-])(C2C=CC=CC=2)=[O:15])C=CC=CC=1.[C:25]([OH:29])([CH3:28])([CH3:27])[CH3:26].[CH2:30]([O:32][C:33]([C:35]1[CH:39]=[C:38]([C:40]2[CH:45]=[N:44][C:43](C(O)=O)=[CH:42][N:41]=2)[N:37]([C:49]2[CH:50]=[N:51][C:52]([O:55][CH3:56])=[CH:53][CH:54]=2)[N:36]=1)=[O:34])[CH3:31].